From a dataset of Forward reaction prediction with 1.9M reactions from USPTO patents (1976-2016). Predict the product of the given reaction. (1) Given the reactants [CH3:1][C:2]1[C:7]([C:8]([OH:10])=O)=[CH:6][CH:5]=[CH:4][N:3]=1.N1(O)C2C=CC=CC=2N=N1.C1(N=C=N)CCCCC1.[CH:30]1([N:34]2[CH2:40][CH2:39][C:38]3[S:41][C:42]([CH:44]4[CH2:49][CH2:48][NH:47][CH2:46][CH2:45]4)=[N:43][C:37]=3[CH2:36][CH2:35]2)[CH2:33][CH2:32][CH2:31]1, predict the reaction product. The product is: [CH:30]1([N:34]2[CH2:40][CH2:39][C:38]3[S:41][C:42]([CH:44]4[CH2:49][CH2:48][N:47]([C:8]([C:7]5[C:2]([CH3:1])=[N:3][CH:4]=[CH:5][CH:6]=5)=[O:10])[CH2:46][CH2:45]4)=[N:43][C:37]=3[CH2:36][CH2:35]2)[CH2:31][CH2:32][CH2:33]1. (2) Given the reactants [CH2:1]([N:8]1[CH2:20][C@H:19]2[C@:10](C(OCC)=O)([C:11](=[O:24])[N:12]3[CH2:23][CH2:22][CH2:21][C:14]4[CH:15]=[CH:16][CH:17]=[C:18]2[C:13]3=4)[CH2:9]1)[C:2]1[CH:7]=[CH:6][CH:5]=[CH:4][CH:3]=1.Cl, predict the reaction product. The product is: [CH2:1]([N:8]1[CH2:20][C@H:19]2[C@H:10]([C:11](=[O:24])[N:12]3[CH2:23][CH2:22][CH2:21][C:14]4[CH:15]=[CH:16][CH:17]=[C:18]2[C:13]3=4)[CH2:9]1)[C:2]1[CH:3]=[CH:4][CH:5]=[CH:6][CH:7]=1. (3) Given the reactants [Cl:1][C:2]1[CH:3]=[CH:4][C:5]([C:8]2[CH:9]=[C:10]([CH:15]=[C:16]([C:18]([CH3:20])=[CH2:19])[CH:17]=2)[C:11]([O:13]C)=[O:12])=[N:6][CH:7]=1.[OH-].[Na+:22].Cl, predict the reaction product. The product is: [Cl-:1].[Na+:22].[Cl:1][C:2]1[CH:3]=[CH:4][C:5]([C:8]2[CH:9]=[C:10]([CH:15]=[C:16]([C:18]([CH3:20])=[CH2:19])[CH:17]=2)[C:11]([OH:13])=[O:12])=[N:6][CH:7]=1. (4) Given the reactants [F:1][C:2]1[CH:3]=[C:4]([CH:6]=[CH:7][C:8]=1[N+:9]([O-:11])=[O:10])[NH2:5].[Br:12]N1C(=O)CCC1=O, predict the reaction product. The product is: [Br:12][C:6]1[CH:7]=[C:8]([N+:9]([O-:11])=[O:10])[C:2]([F:1])=[CH:3][C:4]=1[NH2:5]. (5) The product is: [OH:2][CH2:3][C:5]1([CH2:18][CH2:19][O:20][Si:21]([C:24]([CH3:27])([CH3:26])[CH3:25])([CH3:23])[CH3:22])[CH2:6][CH2:7][N:8]([C:11]([O:13][C:14]([CH3:16])([CH3:17])[CH3:15])=[O:12])[CH2:9][CH2:10]1. Given the reactants C[O:2][C:3]([C:5]1([CH2:18][CH2:19][O:20][Si:21]([C:24]([CH3:27])([CH3:26])[CH3:25])([CH3:23])[CH3:22])[CH2:10][CH2:9][N:8]([C:11]([O:13][C:14]([CH3:17])([CH3:16])[CH3:15])=[O:12])[CH2:7][CH2:6]1)=O.[BH4-].[Li+], predict the reaction product.